This data is from Forward reaction prediction with 1.9M reactions from USPTO patents (1976-2016). The task is: Predict the product of the given reaction. (1) Given the reactants Br[C:2]1[CH:3]=[C:4]([F:15])[CH:5]=[C:6]2[C:10]=1[NH:9][C:8]([C:11]([NH2:13])=[O:12])=[C:7]2[CH3:14].[CH3:16][O:17][C:18]1[CH:23]=[CH:22][C:21](B(O)O)=[CH:20][CH:19]=1, predict the reaction product. The product is: [F:15][C:4]1[CH:5]=[C:6]2[C:10](=[C:2]([C:21]3[CH:22]=[CH:23][C:18]([O:17][CH3:16])=[CH:19][CH:20]=3)[CH:3]=1)[NH:9][C:8]([C:11]([NH2:13])=[O:12])=[C:7]2[CH3:14]. (2) Given the reactants FC(F)(F)S(O)(=O)=O.[N+:9]([O-:12])(O)=[O:10].[CH:13]12[CH2:30][CH:20]([CH2:21][N:22]([C:24](=[O:29])[C:25]([F:28])([F:27])[F:26])[CH2:23]1)[C:19]1[CH:18]=[CH:17][CH:16]=[CH:15][C:14]2=1, predict the reaction product. The product is: [N+:9]([C:17]1[CH:16]=[CH:15][C:14]2[CH:13]3[CH2:30][CH:20]([CH2:21][N:22]([C:24](=[O:29])[C:25]([F:27])([F:26])[F:28])[CH2:23]3)[C:19]=2[CH:18]=1)([O-:12])=[O:10]. (3) The product is: [NH2:21][C:18]1[N:19]=[CH:20][C:15]([C:12]2[N:13]=[CH:14][C:9]([C:24]3[CH:29]=[CH:28][CH:27]=[CH:26][C:25]=3[S:30]([NH:33][CH2:34][C@H:35]([OH:37])[CH3:36])(=[O:32])=[O:31])=[CH:10][CH:11]=2)=[CH:16][N:17]=1. Given the reactants CC1(C)C(C)(C)OB([C:9]2[CH:10]=[CH:11][C:12]([C:15]3[CH:16]=[N:17][C:18]([NH2:21])=[N:19][CH:20]=3)=[N:13][CH:14]=2)O1.Br[C:24]1[CH:29]=[CH:28][CH:27]=[CH:26][C:25]=1[S:30]([NH:33][CH2:34][C@H:35]([OH:37])[CH3:36])(=[O:32])=[O:31], predict the reaction product. (4) The product is: [NH2:7][C@@:8]1([C:20]2[CH:25]=[CH:24][CH:23]=[CH:22][C:21]=2[F:26])[CH2:9][O:10][C@H:11]([CH3:19])[C@H:12]1[CH:13]([OH:18])[C:14]([F:17])([F:15])[F:16]. Given the reactants C(OC(=O)[NH:7][C@:8]1([C:20]2[CH:25]=[CH:24][CH:23]=[CH:22][C:21]=2[F:26])[C@H:12]([CH:13]([OH:18])[C:14]([F:17])([F:16])[F:15])[C@@H:11]([CH3:19])[O:10][CH2:9]1)(C)(C)C.C(O)(C(F)(F)F)=O, predict the reaction product. (5) Given the reactants C([O:3][C:4]([C:6]1[NH:7][C:8]2[C:13]([CH:14]=1)=[CH:12][C:11]([C:15]1[CH:20]=[CH:19][C:18]([C:21]([CH3:24])([CH3:23])[CH3:22])=[CH:17][CH:16]=1)=[CH:10][CH:9]=2)=[O:5])C.Br[C:26]1[CH:31]=[CH:30][C:29]([CH3:32])=[C:28]([N+:33]([O-:35])=[O:34])[CH:27]=1, predict the reaction product. The product is: [C:21]([C:18]1[CH:19]=[CH:20][C:15]([C:11]2[CH:12]=[C:13]3[C:8](=[CH:9][CH:10]=2)[N:7]([C:26]2[CH:31]=[CH:30][C:29]([CH3:32])=[C:28]([N+:33]([O-:35])=[O:34])[CH:27]=2)[C:6]([C:4]([OH:3])=[O:5])=[CH:14]3)=[CH:16][CH:17]=1)([CH3:22])([CH3:24])[CH3:23]. (6) Given the reactants Br[CH:2]([CH2:15][C:16]1[CH:21]=[CH:20][CH:19]=[CH:18][CH:17]=1)[C:3]([NH:5][C:6]1[CH:11]=[C:10]([CH3:12])[CH:9]=[C:8]([CH3:13])[C:7]=1[OH:14])=[O:4].C(=O)([O-])[O-].[K+].[K+].O, predict the reaction product. The product is: [CH2:15]([CH:2]1[C:3](=[O:4])[NH:5][C:6]2[CH:11]=[C:10]([CH3:12])[CH:9]=[C:8]([CH3:13])[C:7]=2[O:14]1)[C:16]1[CH:21]=[CH:20][CH:19]=[CH:18][CH:17]=1. (7) Given the reactants [CH2:1]([S:8]([NH:11][C:12]([CH:14]1[CH2:17][N:16]([C:18]2[C:28]([O:29][CH2:30][CH2:31][CH2:32][C:33]([O:35]C)=[O:34])=[CH:27][C:21]([C:22]([O:24][CH2:25][CH3:26])=[O:23])=[C:20]([CH3:37])[N:19]=2)[CH2:15]1)=[O:13])(=[O:10])=[O:9])[C:2]1[CH:7]=[CH:6][CH:5]=[CH:4][CH:3]=1.[OH-].[Na+], predict the reaction product. The product is: [CH2:1]([S:8]([NH:11][C:12]([CH:14]1[CH2:17][N:16]([C:18]2[C:28]([O:29][CH2:30][CH2:31][CH2:32][C:33]([OH:35])=[O:34])=[CH:27][C:21]([C:22]([O:24][CH2:25][CH3:26])=[O:23])=[C:20]([CH3:37])[N:19]=2)[CH2:15]1)=[O:13])(=[O:9])=[O:10])[C:2]1[CH:7]=[CH:6][CH:5]=[CH:4][CH:3]=1. (8) Given the reactants [Cl:1][C:2]1[CH:18]=[CH:17][C:5]2[CH2:6][CH2:7][N:8]([C:11](=[O:16])[C:12]([F:15])([F:14])[F:13])[CH2:9][CH2:10][C:4]=2[C:3]=1OS(C(F)(F)F)(=O)=O.C1C=CC(P(C2C(C3C(P(C4C=CC=CC=4)C4C=CC=CC=4)=CC=C4C=3C=CC=C4)=C3C(C=CC=C3)=CC=2)C2C=CC=CC=2)=CC=1.[F:73][C:74]1[CH:81]=[C:80]([F:82])[CH:79]=[CH:78][C:75]=1[CH2:76][NH2:77].C(=O)([O-])[O-].[Cs+].[Cs+], predict the reaction product. The product is: [Cl:1][C:2]1[CH:18]=[CH:17][C:5]2[CH2:6][CH2:7][N:8]([C:11](=[O:16])[C:12]([F:14])([F:15])[F:13])[CH2:9][CH2:10][C:4]=2[C:3]=1[NH:77][CH2:76][C:75]1[CH:78]=[CH:79][C:80]([F:82])=[CH:81][C:74]=1[F:73]. (9) Given the reactants [C:1]([O:5][CH2:6][CH2:7][CH2:8][CH2:9][CH2:10][CH2:11][CH2:12][CH2:13][CH2:14][CH2:15][CH2:16][CH2:17][CH2:18][CH2:19][CH2:20][CH2:21][CH2:22][CH3:23])(=[O:4])[CH:2]=[CH2:3].[CH2:24]([O:28][C:29](=[O:32])[CH:30]=[CH2:31])[CH2:25][CH2:26][CH3:27].[C:33]([O:37]CCO)(=[O:36])[CH:34]=[CH2:35].CC(N=NC(C#N)(C)C)(C#N)C, predict the reaction product. The product is: [C:1]([O:5][CH2:6][CH2:7][CH2:8][CH2:9][CH2:10][CH2:11][CH2:12][CH2:13][CH2:14][CH2:15][CH2:16][CH2:17][CH2:18][CH2:19][CH2:20][CH2:21][CH2:22][CH3:23])(=[O:4])[CH:2]=[CH2:3].[C:29]([O:28][CH2:24][CH2:25][CH2:26][CH3:27])(=[O:32])[CH:30]=[CH2:31].[OH:4][C:34](=[CH2:35])[C:33]([O-:37])=[O:36].